From a dataset of Reaction yield outcomes from USPTO patents with 853,638 reactions. Predict the reaction yield, written as a fraction of the theoretical maximum amount of product (1.0 means a 100% yield; for example, 0.34 means a 34% yield). (1) The product is [NH2:1][C:2]1[N:3]=[C:4]([CH3:19])[C:5]2[CH:11]=[C:10]([C:28]3[CH:29]=[N:30][NH:31][CH:32]=3)[C:9](=[O:13])[N:8]([CH:14]3[CH2:18][CH2:17][CH2:16][CH2:15]3)[C:6]=2[N:7]=1. The yield is 0.650. The catalyst is Cl[Pd](Cl)([P](C1C=CC=CC=1)(C1C=CC=CC=1)C1C=CC=CC=1)[P](C1C=CC=CC=1)(C1C=CC=CC=1)C1C=CC=CC=1.CN(C=O)C. The reactants are [NH2:1][C:2]1[N:3]=[C:4]([CH3:19])[C:5]2[CH:11]=[C:10](Br)[C:9](=[O:13])[N:8]([CH:14]3[CH2:18][CH2:17][CH2:16][CH2:15]3)[C:6]=2[N:7]=1.CC1(C)C(C)(C)OB([C:28]2[CH:29]=[N:30][N:31](C(OC(C)(C)C)=O)[CH:32]=2)O1.C(=O)([O-])[O-].[K+].[K+]. (2) The reactants are [O:1]1[C:5]2([CH:10]=[CH:9][C:8](=[O:11])[CH:7]=[CH:6]2)[O:4][CH2:3][CH2:2]1.C(N(CC)C(C)C)(C)C.[H][H]. The catalyst is CC1CCCO1.[Pd]. The yield is 0.910. The product is [O:1]1[C:5]2([CH2:6][CH2:7][C:8](=[O:11])[CH2:9][CH2:10]2)[O:4][CH2:3][CH2:2]1. (3) The reactants are [Cl:1][C:2]1[C:11]2[C:6](=[CH:7][CH:8]=[CH:9][CH:10]=2)[CH:5]=[C:4]([C:12]2[CH:17]=[CH:16][C:15]([O:18][CH3:19])=[CH:14][CH:13]=2)[N:3]=1.[CH2:20]([CH:22]1[CH2:27][CH2:26][NH:25][CH2:24][CH2:23]1)[CH3:21].C(N(CC)CC)C. The catalyst is CN(C)C=O. The product is [ClH:1].[CH2:20]([CH:22]1[CH2:27][CH2:26][N:25]([C:2]2[C:11]3[C:6](=[CH:7][CH:8]=[CH:9][CH:10]=3)[CH:5]=[C:4]([C:12]3[CH:17]=[CH:16][C:15]([O:18][CH3:19])=[CH:14][CH:13]=3)[N:3]=2)[CH2:24][CH2:23]1)[CH3:21]. The yield is 0.130. (4) The reactants are Cl.[NH2:2][CH2:3][C:4]1[CH:5]=[C:6]([C@@:11]([NH:33][C:34](=[O:46])[C:35]2[CH:40]=[CH:39][C:38]([F:41])=[C:37]([C:42]([F:45])([F:44])[F:43])[CH:36]=2)([C:19]2[CH:24]=[C:23]([O:25][C:26]([F:31])([F:30])[CH:27]([F:29])[F:28])[CH:22]=[C:21]([F:32])[CH:20]=2)[CH2:12][C:13]2[CH:18]=[CH:17][CH:16]=[CH:15][CH:14]=2)[CH:7]=[CH:8][C:9]=1[F:10].N1C=CC=CC=1.[C:53](OC(=O)C)(=[O:55])[CH3:54].Cl. The catalyst is C(Cl)Cl. The product is [C:53]([NH:2][CH2:3][C:4]1[CH:5]=[C:6]([C@@:11]([NH:33][C:34](=[O:46])[C:35]2[CH:40]=[CH:39][C:38]([F:41])=[C:37]([C:42]([F:45])([F:44])[F:43])[CH:36]=2)([C:19]2[CH:24]=[C:23]([O:25][C:26]([F:31])([F:30])[CH:27]([F:28])[F:29])[CH:22]=[C:21]([F:32])[CH:20]=2)[CH2:12][C:13]2[CH:14]=[CH:15][CH:16]=[CH:17][CH:18]=2)[CH:7]=[CH:8][C:9]=1[F:10])(=[O:55])[CH3:54]. The yield is 1.00. (5) The reactants are [Na+].[OH:2][C:3]1[C:4]([S:20]([O-:23])(=O)=[O:21])=[CH:5][C:6]2[C:7](=[O:19])[C:8]3[C:13]([C:14](=[O:18])[C:15]=2[C:16]=1[OH:17])=[CH:12][CH:11]=[CH:10][CH:9]=3.[Cl:24]S(O)(=O)=O. No catalyst specified. The product is [OH:2][C:3]1[C:4]([S:20]([Cl:24])(=[O:23])=[O:21])=[CH:5][C:6]2[C:7](=[O:19])[C:8]3[C:13]([C:14](=[O:18])[C:15]=2[C:16]=1[OH:17])=[CH:12][CH:11]=[CH:10][CH:9]=3. The yield is 0.660. (6) The reactants are [OH:1][C:2]1[CH:3]=[C:4]2[C:9](=[CH:10][CH:11]=1)[CH2:8][NH:7][CH:6]([C:12]([OH:14])=[O:13])[CH2:5]2.S(Cl)(Cl)=O.[CH3:19]O. No catalyst specified. The product is [OH:1][C:2]1[CH:3]=[C:4]2[C:9](=[CH:10][CH:11]=1)[CH:8]=[N:7][C:6]([C:12]([O:14][CH3:19])=[O:13])=[CH:5]2. The yield is 0.670. (7) The reactants are O1C2C(=CC=CC=2)C=CC1=O.[C:12](O)(=[O:29])[CH2:13][CH2:14][CH2:15][CH2:16][CH2:17][CH2:18][CH2:19][CH2:20][CH2:21][CH2:22][CH2:23][CH2:24][CH2:25][CH2:26][CH2:27][CH3:28]. No catalyst specified. The product is [CH:12](=[O:29])[CH2:13][CH2:14][CH2:15][CH2:16][CH2:17][CH2:18][CH2:19][CH2:20][CH2:21][CH2:22][CH2:23][CH2:24][CH2:25][CH2:26][CH2:27][CH3:28]. The yield is 0.210.